This data is from Full USPTO retrosynthesis dataset with 1.9M reactions from patents (1976-2016). The task is: Predict the reactants needed to synthesize the given product. (1) The reactants are: [N:1]([CH2:4][C:5]1[CH:10]=[CH:9][C:8]([C:11](=[O:13])[CH3:12])=[CH:7][CH:6]=1)=[N+:2]=[N-:3].[Na].C([O:17][C:18](=O)[C:19]([F:22])([F:21])[F:20])C. Given the product [N:1]([CH2:4][C:5]1[CH:10]=[CH:9][C:8]([C:11](=[O:13])[CH2:12][C:18](=[O:17])[C:19]([F:22])([F:21])[F:20])=[CH:7][CH:6]=1)=[N+:2]=[N-:3], predict the reactants needed to synthesize it. (2) The reactants are: [Br:1][C:2]1[C:3]([OH:14])=[N:4][C:5]([CH2:12][CH3:13])=[C:6]([S:8]([CH3:11])(=[O:10])=[O:9])[CH:7]=1.CN(C=O)C.C([O-])([O-])=O.[K+].[K+].[CH2:26](I)[CH3:27]. Given the product [Br:1][C:2]1[C:3]([O:14][CH2:26][CH3:27])=[N:4][C:5]([CH2:12][CH3:13])=[C:6]([S:8]([CH3:11])(=[O:9])=[O:10])[CH:7]=1, predict the reactants needed to synthesize it. (3) Given the product [Cl:1][C:2]1[CH:3]=[C:4]([N:8]2[CH2:14][CH2:13][CH2:12][N:11]([C:15]([O:17][C:18]([CH3:21])([CH3:20])[CH3:19])=[O:16])[CH2:10][CH2:9]2)[CH:5]=[N:6][C:7]=1[Cl:22], predict the reactants needed to synthesize it. The reactants are: [Cl:1][C:2]1[CH:3]=[C:4]([N:8]2[CH2:14][CH2:13][CH2:12][N:11]([C:15]([O:17][C:18]([CH3:21])([CH3:20])[CH3:19])=[O:16])[CH2:10][CH2:9]2)[CH:5]=[N:6][CH:7]=1.[Cl:22]N1C(C)(C)C(=O)N(Cl)C1=O. (4) Given the product [CH2:1]([NH:6][C:7]([NH:9][C:10]1[CH:15]=[N:14][C:13]([N:16]2[CH2:17][CH2:18][N:19]([C:22](=[O:23])[C:24]3[CH:29]=[CH:28][CH:27]=[CH:26][C:25]=3[C:30]([F:33])([F:32])[F:31])[CH2:20][CH2:21]2)=[CH:12][CH:11]=1)=[O:8])[CH2:2][CH2:3][CH2:4][CH3:5], predict the reactants needed to synthesize it. The reactants are: [CH2:1]([N:6]=[C:7]=[O:8])[CH2:2][CH2:3][CH2:4][CH3:5].[NH2:9][C:10]1[CH:11]=[CH:12][C:13]([N:16]2[CH2:21][CH2:20][N:19]([C:22]([C:24]3[CH:29]=[CH:28][CH:27]=[CH:26][C:25]=3[C:30]([F:33])([F:32])[F:31])=[O:23])[CH2:18][CH2:17]2)=[N:14][CH:15]=1. (5) The reactants are: COC1C=C(C=CC=1)C=O.C(=O)C1C=CC=CC=1.[CH3:19][O:20][C:21](=[O:30])C1C=CC=C(C=O)C=1.[Br:31][C:32]1[CH:33]=[CH:34][C:35]([CH3:54])=[C:36]([C@H:38]2[CH2:43][C@@H:42]([NH:44][C:45](=[O:47])[CH3:46])[CH2:41][C@@H:40]([C:48]3[CH:53]=[CH:52][CH:51]=[CH:50][CH:49]=3)[O:39]2)[CH:37]=1.C(N(CC)CC)C. Given the product [Br:31][C:32]1[CH:33]=[CH:34][C:35]([CH3:54])=[C:36]([C@H:38]2[CH2:43][C@@H:42]([NH:44][C:45](=[O:47])[CH3:46])[CH2:41][C@@H:40]([C:48]3[CH:53]=[CH:52][CH:51]=[CH:50][CH:49]=3)[O:39]2)[CH:37]=1.[C:45]([NH:44][C@H:42]1[CH2:41][C@@H:40]([C:48]2[CH:49]=[CH:50][CH:51]=[CH:52][CH:53]=2)[O:39][C@@H:38]([C:36]2[CH:37]=[C:32]([CH:33]=[CH:34][C:35]=2[CH3:54])[C:21]([O:20][CH3:19])=[O:30])[CH2:43]1)(=[O:47])[CH3:46], predict the reactants needed to synthesize it. (6) Given the product [F:1][C:2]1[C:10]([O:11][CH3:12])=[CH:9][CH:8]=[CH:7][C:3]=1[CH2:4][NH2:5], predict the reactants needed to synthesize it. The reactants are: [F:1][C:2]1[C:10]([O:11][CH3:12])=[CH:9][CH:8]=[CH:7][C:3]=1[CH:4]=[N:5]O. (7) The reactants are: [OH:1][C:2]1[CH:11]=[C:10]2[C:5]([C:6](=[O:12])[NH:7][CH:8]=[N:9]2)=[CH:4][C:3]=1[O:13][CH3:14].[C:15](OC(=O)C)(=[O:17])[CH3:16]. Given the product [C:15]([O:1][C:2]1[CH:11]=[C:10]2[C:5]([C:6](=[O:12])[NH:7][CH:8]=[N:9]2)=[CH:4][C:3]=1[O:13][CH3:14])(=[O:17])[CH3:16], predict the reactants needed to synthesize it. (8) The reactants are: [NH2:1][C:2]1[CH:3]=[CH:4][C:5]([CH:13]2[CH2:18][CH2:17][CH:16]([N:19]([CH3:21])[CH3:20])[CH2:15][CH2:14]2)=[C:6]2[C:10]=1[C:9](=[O:11])[N:8]([CH3:12])[CH2:7]2.NC1C=CC(C2CCC(=O)CC2)=C2[C:31]=1[C:30](=[O:32])[N:29]([CH3:33])[CH2:28]2.C(N1CCNCC1)(=O)C. Given the product [C:30]([N:29]1[CH2:33][CH2:21][N:19]([CH:16]2[CH2:17][CH2:18][CH:13]([C:5]3[CH:4]=[CH:3][C:2]([NH2:1])=[C:10]4[C:6]=3[CH2:7][N:8]([CH3:12])[C:9]4=[O:11])[CH2:14][CH2:15]2)[CH2:20][CH2:28]1)(=[O:32])[CH3:31], predict the reactants needed to synthesize it.